This data is from Full USPTO retrosynthesis dataset with 1.9M reactions from patents (1976-2016). The task is: Predict the reactants needed to synthesize the given product. Given the product [CH2:12]([NH:6][C:5]1[CH:7]=[CH:8][C:9]([O:10][CH3:11])=[C:3]([O:2][CH3:1])[CH:4]=1)[CH2:13][CH2:14][CH3:15], predict the reactants needed to synthesize it. The reactants are: [CH3:1][O:2][C:3]1[CH:4]=[C:5]([CH:7]=[CH:8][C:9]=1[O:10][CH3:11])[NH2:6].[CH:12](=O)[CH2:13][CH2:14][CH3:15].